Task: Predict the product of the given reaction.. Dataset: Forward reaction prediction with 1.9M reactions from USPTO patents (1976-2016) Given the reactants [C:1]1([N:7]2[CH2:12][CH2:11][NH:10][CH2:9][CH2:8]2)[CH:6]=[CH:5][CH:4]=[CH:3][CH:2]=1.[C:13]([O:17][C:18]([C@H:20]1[CH2:27][C:24]2([CH2:26][CH2:25]2)[CH2:23][NH:22][C@@H:21]1[C:28](O)=[O:29])=[O:19])([CH3:16])([CH3:15])[CH3:14].F[P-](F)(F)(F)(F)F.N1(O[P+](N(C)C)(N(C)C)N(C)C)C2C=CC=CC=2N=N1.CN1CCOCC1, predict the reaction product. The product is: [C:1]1([N:7]2[CH2:12][CH2:11][N:10]([C:28]([C@@H:21]3[C@@H:20]([C:18]([O:17][C:13]([CH3:16])([CH3:15])[CH3:14])=[O:19])[CH2:27][C:24]4([CH2:25][CH2:26]4)[CH2:23][NH:22]3)=[O:29])[CH2:9][CH2:8]2)[CH:6]=[CH:5][CH:4]=[CH:3][CH:2]=1.